From a dataset of Forward reaction prediction with 1.9M reactions from USPTO patents (1976-2016). Predict the product of the given reaction. (1) The product is: [CH3:19][C:18]([CH3:28])([CH2:21][C:22]1[CH:27]=[CH:26][CH:25]=[CH:24][CH:23]=1)/[CH:17]=[CH:11]/[C:12]([O:14][CH2:15][CH3:16])=[O:13]. Given the reactants [H-].[Na+].C(OP([CH2:11][C:12]([O:14][CH2:15][CH3:16])=[O:13])(OCC)=O)C.[CH3:17][C:18]([CH3:28])([CH2:21][C:22]1[CH:27]=[CH:26][CH:25]=[CH:24][CH:23]=1)[CH:19]=O.O, predict the reaction product. (2) Given the reactants C(OC(=O)[NH:7][C:8]1[CH:13]=[C:12]([N:14]2[CH2:18][CH2:17][CH2:16][CH2:15]2)[C:11]([C:19]#[N:20])=[CH:10][C:9]=1[NH:21][C:22](=[O:45])[CH2:23][C:24](=O)[C:25]1[CH:30]=[CH:29][CH:28]=[C:27]([N:31]2[C:35]([CH2:36][O:37]C3CCCCO3)=[CH:34][N:33]=[N:32]2)[CH:26]=1)(C)(C)C.C(O)(C(F)(F)F)=O, predict the reaction product. The product is: [OH:37][CH2:36][C:35]1[N:31]([C:27]2[CH:26]=[C:25]([C:24]3[CH2:23][C:22](=[O:45])[NH:21][C:9]4[CH:10]=[C:11]([C:19]#[N:20])[C:12]([N:14]5[CH2:18][CH2:17][CH2:16][CH2:15]5)=[CH:13][C:8]=4[N:7]=3)[CH:30]=[CH:29][CH:28]=2)[N:32]=[N:33][CH:34]=1. (3) Given the reactants [CH:1]1([N:6]2[CH2:12][C:11]([F:14])([F:13])[C:10](=[O:15])[N:9]([CH3:16])[C:8]3[CH:17]=[N:18][C:19]([NH:21][C:22]4[CH:30]=[CH:29][C:25]([C:26]([OH:28])=O)=[CH:24][C:23]=4[O:31][CH3:32])=[N:20][C:7]2=3)[CH2:5][CH2:4][CH2:3][CH2:2]1.C(N(C(C)C)C(C)C)C.[N:42]1([CH2:47][CH2:48][CH2:49][NH2:50])[CH:46]=[CH:45][N:44]=[CH:43]1, predict the reaction product. The product is: [CH:1]1([N:6]2[CH2:12][C:11]([F:13])([F:14])[C:10](=[O:15])[N:9]([CH3:16])[C:8]3[CH:17]=[N:18][C:19]([NH:21][C:22]4[CH:30]=[CH:29][C:25]([C:26]([NH:50][CH2:49][CH2:48][CH2:47][N:42]5[CH:46]=[CH:45][N:44]=[CH:43]5)=[O:28])=[CH:24][C:23]=4[O:31][CH3:32])=[N:20][C:7]2=3)[CH2:5][CH2:4][CH2:3][CH2:2]1. (4) Given the reactants [NH2:1][C:2]1[CH:34]=[CH:33][C:5]2[N:6]=[C:7]([N:9]3[CH2:14][CH2:13][N:12]([C@H:15]([CH3:32])[C@:16]([C:24]4[CH:29]=[CH:28][C:27]([F:30])=[CH:26][C:25]=4[F:31])([OH:23])[CH2:17][N:18]4[CH:22]=[N:21][CH:20]=[N:19]4)[CH2:11][CH2:10]3)[S:8][C:4]=2[CH:3]=1.Cl[CH2:36][CH2:37][N:38]1[CH2:43][CH2:42][O:41][CH2:40][CH2:39]1.C(=O)([O-])[O-].[K+].[K+], predict the reaction product. The product is: [O:41]1[CH2:42][CH2:43][N:38]([CH2:37][CH2:36][NH:1][C:2]2[CH:34]=[CH:33][C:5]3[N:6]=[C:7]([N:9]4[CH2:14][CH2:13][N:12]([C@H:15]([CH3:32])[C@:16]([C:24]5[CH:29]=[CH:28][C:27]([F:30])=[CH:26][C:25]=5[F:31])([OH:23])[CH2:17][N:18]5[CH:22]=[N:21][CH:20]=[N:19]5)[CH2:11][CH2:10]4)[S:8][C:4]=3[CH:3]=2)[CH2:39][CH2:40]1.